From a dataset of NCI-60 drug combinations with 297,098 pairs across 59 cell lines. Regression. Given two drug SMILES strings and cell line genomic features, predict the synergy score measuring deviation from expected non-interaction effect. (1) Drug 1: CC1C(C(CC(O1)OC2CC(CC3=C2C(=C4C(=C3O)C(=O)C5=C(C4=O)C(=CC=C5)OC)O)(C(=O)C)O)N)O.Cl. Drug 2: CC(C)NC(=O)C1=CC=C(C=C1)CNNC.Cl. Cell line: NCI/ADR-RES. Synergy scores: CSS=-1.26, Synergy_ZIP=2.59, Synergy_Bliss=1.26, Synergy_Loewe=-4.11, Synergy_HSA=-2.68. (2) Drug 2: CN1C2=C(C=C(C=C2)N(CCCl)CCCl)N=C1CCCC(=O)O.Cl. Drug 1: C1=CC(=CC=C1CCC2=CNC3=C2C(=O)NC(=N3)N)C(=O)NC(CCC(=O)O)C(=O)O. Synergy scores: CSS=10.8, Synergy_ZIP=-2.04, Synergy_Bliss=0.237, Synergy_Loewe=-16.6, Synergy_HSA=-0.786. Cell line: SK-MEL-28.